Dataset: Forward reaction prediction with 1.9M reactions from USPTO patents (1976-2016). Task: Predict the product of the given reaction. (1) Given the reactants [H-].[Na+].[CH:3]1([OH:8])[CH2:7][CH2:6][CH2:5][CH2:4]1.Cl[C:10]1[C:38]([CH3:39])=[CH:37][C:13]2[N:14]=[C:15]3[C:20]([N:21]([CH2:22][CH2:23][CH2:24][CH2:25][CH2:26][CH2:27][C:28]([O:30]C(C)(C)C)=[O:29])[C:12]=2[CH:11]=1)=[N:19][C:18](=[O:35])[NH:17][C:16]3=[O:36], predict the reaction product. The product is: [CH:3]1([O:8][C:10]2[C:38]([CH3:39])=[CH:37][C:13]3[N:14]=[C:15]4[C:20]([N:21]([CH2:22][CH2:23][CH2:24][CH2:25][CH2:26][CH2:27][C:28]([OH:30])=[O:29])[C:12]=3[CH:11]=2)=[N:19][C:18](=[O:35])[NH:17][C:16]4=[O:36])[CH2:7][CH2:6][CH2:5][CH2:4]1. (2) Given the reactants [Cl:1][C:2]1[N:9]=[C:8](Cl)[C:7]([F:11])=[CH:6][C:3]=1[C:4]#[N:5].[C@H:12]1([NH2:19])[CH2:17][CH2:16][C@H:15]([NH2:18])[CH2:14][CH2:13]1.O.ClCCl, predict the reaction product. The product is: [NH2:18][C@H:15]1[CH2:16][CH2:17][C@H:12]([NH:19][C:8]2[C:7]([F:11])=[CH:6][C:3]([C:4]#[N:5])=[C:2]([Cl:1])[N:9]=2)[CH2:13][CH2:14]1. (3) Given the reactants [CH2:1]([NH:4][C:5]1[CH:10]=[C:9]([C:11]2[NH:15][C:14]3[CH:16]=[CH:17][CH:18]=[C:19]([NH:20][C:21]([C:23]4[CH:24]=[C:25]([CH:29]5[CH2:33][CH2:32][N:31](C(OC(C)(C)C)=O)[CH2:30]5)[CH:26]=[CH:27][CH:28]=4)=[O:22])[C:13]=3[N:12]=2)[CH:8]=[CH:7][N:6]=1)[CH2:2][CH3:3].[ClH:41].CO, predict the reaction product. The product is: [ClH:41].[CH2:1]([NH:4][C:5]1[CH:10]=[C:9]([C:11]2[NH:15][C:14]3[CH:16]=[CH:17][CH:18]=[C:19]([NH:20][C:21](=[O:22])[C:23]4[CH:28]=[CH:27][CH:26]=[C:25]([CH:29]5[CH2:33][CH2:32][NH:31][CH2:30]5)[CH:24]=4)[C:13]=3[N:12]=2)[CH:8]=[CH:7][N:6]=1)[CH2:2][CH3:3].